This data is from Full USPTO retrosynthesis dataset with 1.9M reactions from patents (1976-2016). The task is: Predict the reactants needed to synthesize the given product. (1) Given the product [CH3:1][O:2][C:3]1[CH:10]=[CH:9][C:6]([CH2:7][N:14]2[N:15]=[N:16][C:17]([C:18]3[CH:19]=[C:20]([OH:24])[CH:21]=[CH:22][CH:23]=3)=[N:13]2)=[CH:5][CH:4]=1, predict the reactants needed to synthesize it. The reactants are: [CH3:1][O:2][C:3]1[CH:10]=[CH:9][C:6]([CH2:7]Cl)=[CH:5][CH:4]=1.[I-].[K+].[N:13]1[NH:14][N:15]=[N:16][C:17]=1[C:18]1[CH:19]=[C:20]([OH:24])[CH:21]=[CH:22][CH:23]=1.C(=O)([O-])[O-].[K+].[K+].C1OCCOCCOCCOCCOCCOC1. (2) Given the product [O:1]=[C:2]1[C:11]2[C:6](=[CH:7][CH:8]=[CH:9][CH:10]=2)[C:5]2[CH2:12][C:13]3[CH:14]=[C:15]([NH:19][C:20](=[O:23])[CH2:21][N:40]4[CH2:39][CH:38]=[C:37]([C:31]5[CH:36]=[CH:35][CH:34]=[CH:33][CH:32]=5)[CH2:42][CH2:41]4)[CH:16]=[CH:17][C:18]=3[C:4]=2[NH:3]1, predict the reactants needed to synthesize it. The reactants are: [O:1]=[C:2]1[C:11]2[C:6](=[CH:7][CH:8]=[CH:9][CH:10]=2)[C:5]2[CH2:12][C:13]3[CH:14]=[C:15]([NH:19][C:20](=[O:23])[CH2:21]Cl)[CH:16]=[CH:17][C:18]=3[C:4]=2[NH:3]1.C(N(CC)CC)C.[C:31]1([C:37]2[CH2:42][CH2:41][NH:40][CH2:39][CH:38]=2)[CH:36]=[CH:35][CH:34]=[CH:33][CH:32]=1.